This data is from Forward reaction prediction with 1.9M reactions from USPTO patents (1976-2016). The task is: Predict the product of the given reaction. (1) Given the reactants [ClH:1].O1CCOCC1.[Cl:8][C:9]1[CH:14]=[CH:13][C:12]([NH:15][C:16]([N:18]2[CH2:23][CH2:22][N:21](C(OC(C)(C)C)=O)[CH2:20][CH:19]2[CH2:31][C:32]2[CH:33]=[N:34][CH:35]=[CH:36][CH:37]=2)=[O:17])=[CH:11][CH:10]=1, predict the reaction product. The product is: [ClH:8].[ClH:1].[Cl:8][C:9]1[CH:14]=[CH:13][C:12]([NH:15][C:16]([N:18]2[CH2:23][CH2:22][NH:21][CH2:20][CH:19]2[CH2:31][C:32]2[CH:33]=[N:34][CH:35]=[CH:36][CH:37]=2)=[O:17])=[CH:11][CH:10]=1. (2) Given the reactants [C:1]([C:3]1[CH:8]=[CH:7][C:6]([S:9]([CH2:12][CH:13]2[CH2:16][N:15](C(OC(C)(C)C)=O)[CH2:14]2)(=[O:11])=[O:10])=[CH:5][CH:4]=1)#[N:2].[ClH:24], predict the reaction product. The product is: [ClH:24].[NH:15]1[CH2:16][CH:13]([CH2:12][S:9]([C:6]2[CH:7]=[CH:8][C:3]([C:1]#[N:2])=[CH:4][CH:5]=2)(=[O:11])=[O:10])[CH2:14]1. (3) Given the reactants C[O:2][C:3]([C:5]1[C:13]2[C:8](=[CH:9][CH:10]=[CH:11][CH:12]=2)[N:7]([CH2:14][CH3:15])[CH:6]=1)=[O:4].C1COCC1.[OH-].[Na+], predict the reaction product. The product is: [CH2:14]([N:7]1[C:8]2[C:13](=[CH:12][CH:11]=[CH:10][CH:9]=2)[C:5]([C:3]([OH:4])=[O:2])=[CH:6]1)[CH3:15]. (4) Given the reactants [ClH:1].[N:2]12[CH2:9][CH2:8][CH:5]([CH2:6][CH2:7]1)[C@H:4]([NH:10][C:11]([C:13]1[O:14][C:15]3[C:21]([C:22]4[CH:23]=[C:24]([CH:28]=[CH:29][CH:30]=4)[C:25](O)=[O:26])=[CH:20][CH:19]=[CH:18][C:16]=3[CH:17]=1)=[O:12])[CH2:3]2.[CH3:31][O:32][CH2:33][CH2:34][NH:35][CH3:36], predict the reaction product. The product is: [ClH:1].[N:2]12[CH2:9][CH2:8][CH:5]([CH2:6][CH2:7]1)[C@H:4]([NH:10][C:11]([C:13]1[O:14][C:15]3[C:21]([C:22]4[CH:30]=[CH:29][CH:28]=[C:24]([C:25]([N:35]([CH2:34][CH2:33][O:32][CH3:31])[CH3:36])=[O:26])[CH:23]=4)=[CH:20][CH:19]=[CH:18][C:16]=3[CH:17]=1)=[O:12])[CH2:3]2. (5) Given the reactants [NH2:1][C:2]1[CH:3]=[C:4]([CH:6]=[CH:7][C:8]=1[OH:9])[NH2:5].[C:10]1([NH:16][NH2:17])[CH:15]=[CH:14][CH:13]=[CH:12][CH:11]=1, predict the reaction product. The product is: [NH2:1][C:2]1[CH:3]=[C:4]([NH:5][N:1]=[C:2]2[C:8](=[O:9])[N:16]([C:10]3[CH:15]=[CH:14][CH:13]=[CH:12][CH:11]=3)[N:17]=[C:3]2[CH3:4])[CH:6]=[CH:7][C:8]=1[OH:9]. (6) The product is: [CH3:1][O:2][C:3](=[O:19])[C:4]1[CH:9]=[CH:8][C:7]([CH2:10][Br:23])=[CH:6][C:5]=1[O:12][C:13]1[CH:18]=[CH:17][CH:16]=[CH:15][CH:14]=1. Given the reactants [CH3:1][O:2][C:3](=[O:19])[C:4]1[CH:9]=[CH:8][C:7]([CH2:10]O)=[CH:6][C:5]=1[O:12][C:13]1[CH:18]=[CH:17][CH:16]=[CH:15][CH:14]=1.[Li+].[Br-].P(Br)(Br)[Br:23].O, predict the reaction product. (7) Given the reactants [C:1]([O:5][C:6]([N:8]=[C:9]([NH:14][C:15]([O:17][C:18]([CH3:21])([CH3:20])[CH3:19])=[O:16])[NH:10][CH2:11][C:12]#[CH:13])=[O:7])([CH3:4])([CH3:3])[CH3:2].[CH2:22]([O:29][N:30]1[C:36](=[O:37])[N:35]2[CH2:38][C@H:31]1[CH2:32][CH2:33][C@H:34]2[C:39](Cl)=[N:40][OH:41])[C:23]1[CH:28]=[CH:27][CH:26]=[CH:25][CH:24]=1, predict the reaction product. The product is: [CH2:22]([O:29][N:30]1[C:36](=[O:37])[N:35]2[CH2:38][C@H:31]1[CH2:32][CH2:33][C@H:34]2[C:39]1[CH:13]=[C:12]([CH2:11][NH:10][C:9]([NH:14][C:15]([O:17][C:18]([CH3:21])([CH3:20])[CH3:19])=[O:16])=[N:8][C:6]([O:5][C:1]([CH3:3])([CH3:4])[CH3:2])=[O:7])[O:41][N:40]=1)[C:23]1[CH:24]=[CH:25][CH:26]=[CH:27][CH:28]=1. (8) Given the reactants [C:9]([CH:10]1[CH2:20][N:21](C(OC(C)(C)C)=O)[CH:10]([CH2:20][NH2:21])[CH2:9]1)(OC(C)(C)C)=O.[C:22]([OH:28])([C:24](F)(F)F)=O.Cl[C:30]1[C:35]([C:36]2[CH:37]=[N:38][CH:39]=[C:40]([F:42])[CH:41]=2)=[CH:34][C:33]([C:43]([NH:45][C:46]2[CH:51]=[CH:50][C:49]([O:52][C:53]([F:56])([F:55])[F:54])=[CH:48][CH:47]=2)=[O:44])=[CH:32][N:31]=1.CC[N:59](C(C)C)C(C)C.C([O-])([O-])=O.[Na+].[Na+], predict the reaction product. The product is: [NH2:21][CH2:20][CH:10]1[CH:22]([OH:28])[CH2:24][N:59]([C:30]2[C:35]([C:36]3[CH:37]=[N:38][CH:39]=[C:40]([F:42])[CH:41]=3)=[CH:34][C:33]([C:43]([NH:45][C:46]3[CH:47]=[CH:48][C:49]([O:52][C:53]([F:55])([F:54])[F:56])=[CH:50][CH:51]=3)=[O:44])=[CH:32][N:31]=2)[CH2:9]1. (9) Given the reactants C(N(CC)CC)C.[C:8](Cl)(=[O:10])[CH3:9].[Br:12][C:13]1[C:19]([F:20])=[CH:18][CH:17]=[CH:16][C:14]=1[NH2:15].O, predict the reaction product. The product is: [Br:12][C:13]1[C:19]([F:20])=[CH:18][CH:17]=[CH:16][C:14]=1[NH:15][C:8](=[O:10])[CH3:9]. (10) The product is: [Cl:30][C:10]1[CH:11]=[C:12]([NH:15][CH2:16][C:17]2[CH:22]=[CH:21][CH:20]=[C:19]([O:23][C:24]3[CH:29]=[CH:28][CH:27]=[CH:26][CH:25]=3)[CH:18]=2)[CH:13]=[CH:14][C:9]=1[C@@H:7]1[CH2:8][C@H:6]1[C:4]([OH:5])=[O:3]. Given the reactants C([O:3][C:4]([C@@H:6]1[CH2:8][C@H:7]1[C:9]1[CH:14]=[CH:13][C:12]([NH:15][CH2:16][C:17]2[CH:22]=[CH:21][CH:20]=[C:19]([O:23][C:24]3[CH:29]=[CH:28][CH:27]=[CH:26][CH:25]=3)[CH:18]=2)=[CH:11][C:10]=1[Cl:30])=[O:5])C.[OH-].[Na+], predict the reaction product.